Task: Predict which catalyst facilitates the given reaction.. Dataset: Catalyst prediction with 721,799 reactions and 888 catalyst types from USPTO (1) The catalyst class is: 35. Reactant: [CH3:1][C:2]1[CH:3]=[C:4]([OH:11])[C:5](=[CH:9][CH:10]=1)[C:6]([OH:8])=[O:7].Cl.CN(C)[CH2:15][CH2:16]CN=C=N.O.ON1C2C=CC=CC=2N=N1.C(O)C. Product: [CH3:1][C:2]1[CH:3]=[C:4]([OH:11])[C:5](=[CH:9][CH:10]=1)[C:6]([O:8][CH2:15][CH3:16])=[O:7]. (2) Reactant: [ClH:1].[CH3:2][O:3][CH2:4][C:5]#[N:6].[CH2:7]([OH:9])[CH3:8]. Product: [ClH:1].[CH3:2][O:3][CH2:4][C:5](=[NH:6])[O:9][CH2:7][CH3:8]. The catalyst class is: 27.